Dataset: Peptide-MHC class II binding affinity with 134,281 pairs from IEDB. Task: Regression. Given a peptide amino acid sequence and an MHC pseudo amino acid sequence, predict their binding affinity value. This is MHC class II binding data. The peptide sequence is EKKYFAATAFEPLAA. The MHC is DRB1_0101 with pseudo-sequence DRB1_0101. The binding affinity (normalized) is 0.594.